Dataset: Catalyst prediction with 721,799 reactions and 888 catalyst types from USPTO. Task: Predict which catalyst facilitates the given reaction. Reactant: [C:1]1([C:7]2[O:11][N:10]=[CH:9][C:8]=2/[CH:12]=[CH:13]/[C:14]([OH:16])=O)[CH:6]=[CH:5][CH:4]=[CH:3][CH:2]=1.[CH2:17]([N:19](CC)CC)[CH3:18].C(Cl)(=O)OCC.C(N)C. Product: [CH2:17]([NH:19][C:14](=[O:16])/[CH:13]=[CH:12]/[C:8]1[CH:9]=[N:10][O:11][C:7]=1[C:1]1[CH:2]=[CH:3][CH:4]=[CH:5][CH:6]=1)[CH3:18]. The catalyst class is: 132.